Dataset: Full USPTO retrosynthesis dataset with 1.9M reactions from patents (1976-2016). Task: Predict the reactants needed to synthesize the given product. (1) Given the product [N:12]1[C:13]2[C:8](=[CH:7][C:6]([C:4](=[O:5])[CH3:17])=[CH:15][CH:14]=2)[CH:9]=[CH:10][CH:11]=1, predict the reactants needed to synthesize it. The reactants are: CON(C)[C:4]([C:6]1[CH:7]=[C:8]2[C:13](=[CH:14][CH:15]=1)[N:12]=[CH:11][CH:10]=[CH:9]2)=[O:5].[CH3:17][Mg]Br.Cl. (2) Given the product [CH3:1][N:2]([C:3]1[CH:8]=[CH:7][N:6]=[C:5]([NH:9][C:10]2[CH:11]=[N:12][N:13]([CH3:15])[CH:14]=2)[N:4]=1)[CH:16]1[C:20]2([CH2:24][CH2:23][CH2:22][CH2:21]2)[CH2:19][N:18]([C:25](=[O:28])[CH:26]=[CH2:27])[CH2:17]1, predict the reactants needed to synthesize it. The reactants are: [CH3:1][N:2]([CH:16]1[C:20]2([CH2:24][CH2:23][CH2:22][CH2:21]2)[CH2:19][NH:18][CH2:17]1)[C:3]1[CH:8]=[CH:7][N:6]=[C:5]([NH:9][C:10]2[CH:11]=[N:12][N:13]([CH3:15])[CH:14]=2)[N:4]=1.[C:25](O)(=[O:28])[CH:26]=[CH2:27].CN(C(ON1N=NC2C=CC=NC1=2)=[N+](C)C)C.F[P-](F)(F)(F)(F)F.CCN(CC)CC. (3) Given the product [C:1]([CH2:3][CH2:4][N:5]1[C:6]([CH2:7][O:8][C:9]([CH3:15])([CH3:14])[C:10]([O:12][CH3:13])=[O:11])=[N:19][N:18]=[N:17]1)#[N:2], predict the reactants needed to synthesize it. The reactants are: [C:1]([CH2:3][CH2:4][NH:5][C:6](=O)[CH2:7][O:8][C:9]([CH3:15])([CH3:14])[C:10]([O:12][CH3:13])=[O:11])#[N:2].[N-:17]=[N+:18]=[N-:19].[Na+].FC(F)(F)S(OS(C(F)(F)F)(=O)=O)(=O)=O.C(=O)(O)[O-].[Na+]. (4) Given the product [CH2:33]([C:31]1[S:30][C:28]2[N:29]=[C:24]([C:21]3[S:22][CH:23]=[C:19]([CH3:18])[N:20]=3)[N:25]=[C:26]([NH2:41])[C:27]=2[CH:32]=1)[C:35]1[CH:36]=[CH:37][CH:38]=[CH:39][CH:40]=1, predict the reactants needed to synthesize it. The reactants are: BrC1SC2N=C(C3SC=C(C)N=3)N=C(N)C=2C=1.[CH3:18][C:19]1[N:20]=[C:21]([C:24]2[N:25]=[C:26]([NH2:41])[C:27]3[CH:32]=[C:31]([C:33]([C:35]4[CH:40]=[CH:39][CH:38]=[CH:37][CH:36]=4)=C)[S:30][C:28]=3[N:29]=2)[S:22][CH:23]=1.BrC1SC2N=C(C3OC(C)=CC=3)N=C(N)C=2C=1. (5) Given the product [C:29]([O:28][C:26]([N:25]1[C:24]([CH3:34])([CH3:33])[CH2:23][CH2:22][CH:21]1[CH:2]([C:1]([O:8][CH3:9])=[O:7])[C:3]([O:5][CH3:6])=[O:4])=[O:27])([CH3:32])([CH3:30])[CH3:31], predict the reactants needed to synthesize it. The reactants are: [C:1]([O:8][CH3:9])(=[O:7])[CH2:2][C:3]([O:5][CH3:6])=[O:4].CCN(C(C)C)C(C)C.CO[CH:21]1[N:25]([C:26]([O:28][C:29]([CH3:32])([CH3:31])[CH3:30])=[O:27])[C:24]([CH3:34])([CH3:33])[CH2:23][CH2:22]1.[NH4+].[Cl-]. (6) Given the product [Cl:22][C:23]1[CH:28]=[C:27]([O:29][C:30]2[CH:35]=[CH:34][CH:33]=[C:32]([C:36]([F:37])([F:38])[F:39])[CH:31]=2)[CH:26]=[CH:25][C:24]=1[CH:40]([CH3:41])[CH2:21][C@:10]1([CH3:1])[C:9]([O:8][CH2:6][CH3:7])=[N:14][C@@H:13]([CH:15]([CH3:16])[CH3:17])[C:12]([O:18][CH2:19][CH3:20])=[N:11]1, predict the reactants needed to synthesize it. The reactants are: [CH2:1]([Li])CCC.[CH2:6]([O:8][C:9]1[CH:10]([CH3:21])[N:11]=[C:12]([O:18][CH2:19][CH3:20])[C@H:13]([CH:15]([CH3:17])[CH3:16])[N:14]=1)[CH3:7].[Cl:22][C:23]1[CH:28]=[C:27]([O:29][C:30]2[CH:35]=[CH:34][CH:33]=[C:32]([C:36]([F:39])([F:38])[F:37])[CH:31]=2)[CH:26]=[CH:25][C:24]=1[CH2:40][CH2:41]CI.O. (7) Given the product [CH3:6][NH:8][CH2:9][C:10]([NH:12][CH2:13][CH2:14][NH:15][C:16](=[O:39])[CH2:17][CH2:18][CH2:19][P+:20]([C:27]1[CH:28]=[CH:29][CH:30]=[CH:31][CH:32]=1)([C:21]1[CH:22]=[CH:23][CH:24]=[CH:25][CH:26]=1)[C:33]1[CH:34]=[CH:35][CH:36]=[CH:37][CH:38]=1)=[O:11].[Cl-:41], predict the reactants needed to synthesize it. The reactants are: C(O[C:6]([N:8](C)[CH2:9][C:10]([NH:12][CH2:13][CH2:14][NH:15][C:16](=[O:39])[CH2:17][CH2:18][CH2:19][P+:20]([C:33]1[CH:38]=[CH:37][CH:36]=[CH:35][CH:34]=1)([C:27]1[CH:32]=[CH:31][CH:30]=[CH:29][CH:28]=1)[C:21]1[CH:26]=[CH:25][CH:24]=[CH:23][CH:22]=1)=[O:11])=O)(C)(C)C.[Cl-:41].Cl.CCOCC.N.CO. (8) Given the product [N:42]1([C:36](=[O:37])[CH2:35][CH2:34][CH2:33][S:32][C:18]2[N:19]([C:20]3[CH:25]=[CH:24][C:23]([O:26][CH2:27][C:28]([F:31])([F:30])[F:29])=[CH:22][CH:21]=3)[C:14](=[O:13])[C:15]3[NH:41][CH:40]=[CH:39][C:16]=3[N:17]=2)[CH2:47][CH2:46][O:45][CH2:44][CH2:43]1, predict the reactants needed to synthesize it. The reactants are: Cl.C(N=C=NCCCN(C)C)C.[O:13]=[C:14]1[N:19]([C:20]2[CH:25]=[CH:24][C:23]([O:26][CH2:27][C:28]([F:31])([F:30])[F:29])=[CH:22][CH:21]=2)[C:18]([S:32][CH2:33][CH2:34][CH2:35][C:36](O)=[O:37])=[N:17][C:16]2[CH:39]=[CH:40][NH:41][C:15]1=2.[NH:42]1[CH2:47][CH2:46][O:45][CH2:44][CH2:43]1.ON1C2C=CC=CC=2N=N1. (9) Given the product [CH2:1]([O:5][CH:7]1[CH2:8][CH2:9][CH2:10][CH2:11][O:6]1)[CH2:2][CH:3]=[CH2:4], predict the reactants needed to synthesize it. The reactants are: [CH2:1]([OH:5])[CH2:2][CH:3]=[CH2:4].[O:6]1[CH:11]=[CH:10][CH2:9][CH2:8][CH2:7]1.C1(C)C=CC(S([O-])(=O)=O)=CC=1.[NH+]1C=CC=CC=1. (10) Given the product [F:1][C:2]([F:17])([F:16])[C:3]1[CH:4]=[C:5]([C:19]2[N:24]=[C:23]([NH2:25])[N:22]=[C:21]([NH:26][CH3:27])[CH:20]=2)[CH:6]=[C:7]([C:9]([F:12])([F:11])[F:10])[CH:8]=1, predict the reactants needed to synthesize it. The reactants are: [F:1][C:2]([F:17])([F:16])[C:3]1[CH:4]=[C:5](B(O)O)[CH:6]=[C:7]([C:9]([F:12])([F:11])[F:10])[CH:8]=1.Cl[C:19]1[N:24]=[C:23]([NH2:25])[N:22]=[C:21]([NH:26][CH3:27])[CH:20]=1.